Binary Classification. Given a miRNA mature sequence and a target amino acid sequence, predict their likelihood of interaction. From a dataset of Experimentally validated miRNA-target interactions with 360,000+ pairs, plus equal number of negative samples. (1) The miRNA is mmu-miR-335-3p with sequence UUUUUCAUUAUUGCUCCUGACC. The protein sequence of the target gene is MHQSLTQQRSSDMSLPDSMGAFNRRKRNSIYVTVTLLIVSMLILTVGLAATTRTQNVTVGGYYPGVILGFGSFLGIIGSNLIENKRQMLVASIVFISFGVIAAFCCAIVDGVFAARHIDLKPLYANRCHYVPKTSQREAEEVITSSSKITPSTRALRNLTQAVKEVNCPQLSRGLCTPRIRGNTCFCCDLYNCGNRVEITGGYYEYIDVSSCQDIIHLYHLLWSATILNIVGLFLGIITAAVLGGFKDMNPTLPALNCSVENAHPTVSYYARPQVASYNTYYHSPPHLPPYSAYDFQHSG.... Result: 1 (interaction). (2) The miRNA is hsa-miR-4756-5p with sequence CAGGGAGGCGCUCACUCUCUGCU. The protein sequence of the target gene is MMEAIKKKMQMLKLDKENALDRAEQAEAEQKQAEERSKQLEDELAAMQKKLKGTEDELDKYSEALKDAQEKLELAEKKAADAEAEVASLNRRIQLVEEELDRAQERLATALQKLEEAEKAADESERGMKVIENRALKDEEKMELQEIQLKEAKHIAEEADRKYEEVARKLVIIEGDLERTEERAELAESKCSELEEELKNVTNNLKSLEAQAEKYSQKEDKYEEEIKILTDKLKEAETRAEFAERSVAKLEKTIDDLEDELYAQKLKYKAISEELDHALNDMTSI. Result: 1 (interaction). (3) The protein sequence of the target gene is MAELDLMAPGPLPRATAQPPAPLSPDSGSPSPDSGSASPVEEEDVGSSEKLGRETEEQDSDSAEQGDPAGEGKEVLCDFCLDDTRRVKAVKSCLTCMVNYCEEHLQPHQVNIKLQSHLLTEPVKDHNWRYCPAHHSPLSAFCCPDQQCICQDCCQEHSGHTIVSLDAARRDKEAELQCTQLDLERKLKLNENAISRLQANQKSVLVSVSEVKAVAEMQFGELLAAVRKAQANVMLFLEEKEQAALSQANGIKAHLEYRSAEMEKSKQELERMAAISNTVQFLEEYCKFKNTEDITFPSVY.... Result: 0 (no interaction). The miRNA is mmu-miR-17-3p with sequence ACUGCAGUGAGGGCACUUGUAG. (4) The miRNA is hsa-let-7b-5p with sequence UGAGGUAGUAGGUUGUGUGGUU. The protein sequence of the target gene is MGNQDGKLKRSAGDASHEGGGAEDAAGPRDAEITKKASGSKKALGKHGKGGGGSGETSKKKSKSDSRASVFSNLRIRKNLTKGKGACDSREDVLDSQALPIGELDSAHSIVTKTPDLSLSAEETGLSDTECADPFEVIHPGASRPAEAGVGIQATAEDLETAAGAQDGQRTSSGSDTDIYSFHSATEQEDLLSDIQQAIRLQQQQQQKLLLQDSEEPAAPPTAISPQPGAFLGLDQFLLGPRSEAEKDTVQALPVRPDLPETTKSLVPEHPPSSGSHLTSETPGYATAPSAVTDSLSSPA.... Result: 0 (no interaction). (5) The miRNA is ssc-miR-27b-3p with sequence UUCACAGUGGCUAAGUUCUGC. The protein sequence of the target gene is MWRGLWTLAAQAARGPRRLCTRRSSGAPAPGSGATIFALSSGQGRCGIAVIRTSGPASGHALRILTAPRDLPLARHASLRLLSDPRSGEPLDRALVLWFPGPQSFTGEDCVEFHVHGGPAVVSGVLQALGSVPGLRPAEAGEFTRRAFANGKLNLTEVEGLADLIHAETEAQRRQALRQLDGELGHLCRGWAETLTKALAHVEAYIDFGEDDNLEEGVLEQADIEVRALQVALGAHLRDARRGQRLRSGVHVVVTGPPNAGKSSLVNLLSRKPVSIVSPEPGTTRDVLETPVDLAGFPVL.... Result: 0 (no interaction). (6) The miRNA is hsa-miR-1268b with sequence CGGGCGUGGUGGUGGGGGUG. The protein sequence of the target gene is MPLLVEGRRVRLPQSAGDLVRAHPPLEERARLLRGQSVQQVGPQGLLYVQQRELAVTSPKDGSISILGSDDATTCHIVVLRHTGNGATCLTHCDGTDTKAEVPLIMNSIKSFSDHAQCGRLEVHLVGGFSDDRQLSQKLTHQLLSEFDRQEDDIHLVTLCVTELNDREENENHFPVIYGIAVNIKTAEIYRASFQDRGPEEQLRAARTLAGGPMISIYDAETEQLRIGPYSWTPFPHVDFWLHQDDKQILENLSTSPLAEPPHFVEHIRSTLMFLKKHPSPAHTLFSGNKALLYKKNEDG.... Result: 0 (no interaction).